From a dataset of Full USPTO retrosynthesis dataset with 1.9M reactions from patents (1976-2016). Predict the reactants needed to synthesize the given product. (1) Given the product [C:105]([O:109][C:110]([N:112]1[CH:118]([C:119]2[NH:120][C:121]([C:124]3[CH:129]=[CH:128][C:127]([C:89]4[CH:88]=[CH:87][C:86]5[C:91](=[CH:92][CH:93]=[C:84]([C:81]6[NH:80][C:79]([CH:78]7[CH:77]8[CH2:103][CH:74]([CH2:75][CH2:76]8)[N:73]7[C:71](=[O:72])[CH:67]([NH:66][C:65]([O:64][CH3:63])=[O:104])[CH:68]([CH3:70])[CH3:69])=[N:83][CH:82]=6)[CH:85]=5)[CH:90]=4)=[CH:126][CH:125]=3)=[CH:122][N:123]=2)[CH2:117][C:114]2([CH2:116][CH2:115]2)[CH2:113]1)=[O:111])([CH3:108])([CH3:107])[CH3:106], predict the reactants needed to synthesize it. The reactants are: COC(=O)NC(C(N1C(C2NC(C3C=CC4C(=CC=C(C5C=CC(C6NC(C7C8CC(CC8)N7C(=O)C(NC(OC)=O)C(C)C)=NC=6)=CC=5)C=4)C=3)=CN=2)CC2(CC2)C1)=O)C(C)C.[CH3:63][O:64][C:65](=[O:104])[NH:66][CH:67]([C:71]([N:73]1[CH:78]([C:79]2[NH:80][C:81]([C:84]3[CH:93]=[CH:92][C:91]4[C:86](=[CH:87][CH:88]=[C:89](B5OC(C)(C)C(C)(C)O5)[CH:90]=4)[CH:85]=3)=[CH:82][N:83]=2)[CH:77]2[CH2:103][CH:74]1[CH2:75][CH2:76]2)=[O:72])[CH:68]([CH3:70])[CH3:69].[C:105]([O:109][C:110]([N:112]1[CH:118]([C:119]2[NH:120][C:121]([C:124]3[CH:129]=[CH:128][C:127](Br)=[CH:126][CH:125]=3)=[CH:122][N:123]=2)[CH2:117][C:114]2([CH2:116][CH2:115]2)[CH2:113]1)=[O:111])([CH3:108])([CH3:107])[CH3:106].C(=O)([O-])[O-].[K+].[K+]. (2) Given the product [NH2:45][C:9]1[C:8]2[N:17]=[C:5]([CH2:4][O:3][CH2:1][CH3:2])[N:6]([CH2:18][C:19]3([OH:32])[CH2:24][CH2:23][N:22]([C:25]([O:27][C:28]([CH3:31])([CH3:30])[CH3:29])=[O:26])[CH2:21][CH2:20]3)[C:7]=2[C:16]2[CH:15]=[CH:14][CH:13]=[CH:12][C:11]=2[N:10]=1, predict the reactants needed to synthesize it. The reactants are: [CH2:1]([O:3][CH2:4][C:5]1[N:6]([CH2:18][C:19]2([OH:32])[CH2:24][CH2:23][N:22]([C:25]([O:27][C:28]([CH3:31])([CH3:30])[CH3:29])=[O:26])[CH2:21][CH2:20]2)[C:7]2[C:16]3[CH:15]=[CH:14][CH:13]=[CH:12][C:11]=3[N:10]=[CH:9][C:8]=2[N:17]=1)[CH3:2].C1C=C(Cl)C=C(C(OO)=O)C=1.[OH-].[NH4+:45].S(Cl)(C1C=CC(C)=CC=1)(=O)=O. (3) Given the product [ClH:40].[ClH:40].[CH2:1]([C:5]1[CH:6]=[C:7]2[C:12](=[C:13]([O:15][CH:16]3[CH2:21][CH2:20][N:19]([CH2:22][CH2:23][CH2:24][CH2:25][NH:26][S:37]([CH:35]([CH3:36])[CH3:34])(=[O:39])=[O:38])[CH2:18][CH2:17]3)[CH:14]=1)[N:11]=[CH:10][CH:9]=[CH:8]2)[CH2:2][CH2:3][CH3:4], predict the reactants needed to synthesize it. The reactants are: [CH2:1]([C:5]1[CH:6]=[C:7]2[C:12](=[C:13]([O:15][CH:16]3[CH2:21][CH2:20][N:19]([CH2:22][CH2:23][CH2:24][CH2:25][NH2:26])[CH2:18][CH2:17]3)[CH:14]=1)[N:11]=[CH:10][CH:9]=[CH:8]2)[CH2:2][CH2:3][CH3:4].C(N(CC)CC)C.[CH3:34][CH:35]([S:37]([Cl:40])(=[O:39])=[O:38])[CH3:36]. (4) The reactants are: [CH2:1]([N:3]1[C:8](=[O:9])[C:7]([C:10]2[CH:15]=[CH:14][C:13]([F:16])=[CH:12][CH:11]=2)=[C:6]([C:17]2[CH:22]=[CH:21][N:20]=[CH:19][CH:18]=2)[N:5]=[C:4]1[S:23][CH3:24])[CH3:2].OOS([O-])=O.[K+].S([O-])(O[O-])(=O)=O.[K+].[K+].[OH2:39].C[OH:41]. Given the product [CH2:1]([N:3]1[C:8](=[O:9])[C:7]([C:10]2[CH:11]=[CH:12][C:13]([F:16])=[CH:14][CH:15]=2)=[C:6]([C:17]2[CH:18]=[CH:19][N:20]=[CH:21][CH:22]=2)[N:5]=[C:4]1[S:23]([CH3:24])(=[O:41])=[O:39])[CH3:2], predict the reactants needed to synthesize it. (5) Given the product [CH:1]([N:4]([C:24]([C@H:26]1[CH2:31][CH2:30][C@H:29]([CH3:32])[CH2:28][CH2:27]1)=[O:25])[C:5]1[S:6][C:7]([CH:14]2[CH2:15][CH2:16][N:17]([S:20]([CH3:23])(=[O:21])=[O:22])[CH2:18][CH2:19]2)=[CH:8][C:9]=1[C:10]([OH:12])=[O:11])([CH3:3])[CH3:2], predict the reactants needed to synthesize it. The reactants are: [CH:1]([N:4]([C:24]([C@H:26]1[CH2:31][CH2:30][C@H:29]([CH3:32])[CH2:28][CH2:27]1)=[O:25])[C:5]1[S:6][C:7]([CH:14]2[CH2:19][CH2:18][N:17]([S:20]([CH3:23])(=[O:22])=[O:21])[CH2:16][CH2:15]2)=[CH:8][C:9]=1[C:10]([O:12]C)=[O:11])([CH3:3])[CH3:2].[OH-].[Li+]. (6) Given the product [C:20]([O:24][C:25]([N:27]1[CH2:28][CH2:29][CH2:30][C:31]2[CH:34]=[C:35](/[CH:38]=[CH:39]/[C:40]([O:42][CH3:43])=[O:41])[CH:36]=[CH:37][C:32]=2[CH2:33]1)=[O:26])([CH3:23])([CH3:21])[CH3:22], predict the reactants needed to synthesize it. The reactants are: C(OC(N1CCCC2C=C(Br)C=CC=2C1)=O)(C)(C)C.[C:20]([O:24][C:25]([N:27]1[CH2:33][CH2:32][C:31]2[CH:34]=[C:35](/[CH:38]=[CH:39]/[C:40]([O:42][CH3:43])=[O:41])[CH:36]=[CH:37][C:30]=2[CH2:29][CH2:28]1)=[O:26])([CH3:23])([CH3:22])[CH3:21]. (7) Given the product [CH3:1][O:2][C:3]([C:5]1[CH:9]=[C:8]([C:10]2[S:11][C:12]([C:31]3[CH:30]=[CH:29][CH:28]=[C:27]([S:24]([CH3:23])(=[O:26])=[O:25])[CH:32]=3)=[CH:13][CH:14]=2)[N:7]([C:16]2[CH:21]=[CH:20][CH:19]=[CH:18][C:17]=2[Cl:22])[N:6]=1)=[O:4], predict the reactants needed to synthesize it. The reactants are: [CH3:1][O:2][C:3]([C:5]1[CH:9]=[C:8]([C:10]2[S:11][C:12](Br)=[CH:13][CH:14]=2)[N:7]([C:16]2[CH:21]=[CH:20][CH:19]=[CH:18][C:17]=2[Cl:22])[N:6]=1)=[O:4].[CH3:23][S:24]([C:27]1[CH:28]=[C:29](B(O)O)[CH:30]=[CH:31][CH:32]=1)(=[O:26])=[O:25].C(=O)([O-])[O-].[Na+].[Na+]. (8) Given the product [Br:1][C:2]1[CH:7]=[CH:6][C:5]([NH:8][C:9]2[O:19][C:13]3[CH:14]=[CH:15][C:16]([Cl:18])=[CH:17][C:12]=3[N:11]=2)=[CH:4][CH:3]=1, predict the reactants needed to synthesize it. The reactants are: [Br:1][C:2]1[CH:7]=[CH:6][C:5]([N:8]=[C:9]=S)=[CH:4][CH:3]=1.[NH2:11][C:12]1[CH:17]=[C:16]([Cl:18])[CH:15]=[CH:14][C:13]=1[OH:19].O=O.[K+].O. (9) Given the product [C:37]([N:33]1[CH2:32][CH2:31][CH:30]([C:23]2[CH:22]=[C:21]3[C:26]([CH2:27][CH:28]([CH3:29])[N:19]([C:17]4[CH:18]=[C:13]([N:10]5[CH2:11][CH2:12][N:7]([CH3:6])[CH2:8][CH2:9]5)[N:14]=[C:15]([NH2:36])[N:16]=4)[CH2:20]3)=[CH:25][CH:24]=2)[CH2:35][CH2:34]1)(=[O:39])[CH3:38], predict the reactants needed to synthesize it. The reactants are: Cl.Cl.Cl.Cl.Cl.[CH3:6][N:7]1[CH2:12][CH2:11][N:10]([C:13]2[CH:18]=[C:17]([N:19]3[CH:28]([CH3:29])[CH2:27][C:26]4[C:21](=[CH:22][C:23]([CH:30]5[CH2:35][CH2:34][NH:33][CH2:32][CH2:31]5)=[CH:24][CH:25]=4)[CH2:20]3)[N:16]=[C:15]([NH2:36])[N:14]=2)[CH2:9][CH2:8]1.[C:37](Cl)(=[O:39])[CH3:38]. (10) Given the product [F:22][C:23]1[CH:31]=[CH:30][CH:29]=[C:28]([O:32][CH3:33])[C:24]=1[C:25](=[O:26])[CH2:3][C:4]([O:6][CH2:17][CH3:18])=[O:5], predict the reactants needed to synthesize it. The reactants are: C([CH:3](C([O-])=O)[C:4]([O-:6])=[O:5])C.[K+].[K+].C(N([CH2:17][CH3:18])CC)C.[Cl-].[Mg+2].[Cl-].[F:22][C:23]1[CH:31]=[CH:30][CH:29]=[C:28]([O:32][CH3:33])[C:24]=1[C:25](Cl)=[O:26].